This data is from Reaction yield outcomes from USPTO patents with 853,638 reactions. The task is: Predict the reaction yield, written as a fraction of the theoretical maximum amount of product (1.0 means a 100% yield; for example, 0.34 means a 34% yield). (1) The reactants are I[C:2]1[C:10]2[C:5](=[CH:6][C:7]([C@H:11]3[C@@:13]4([C:21]5[C:16](=[CH:17][CH:18]=[CH:19][CH:20]=5)[NH:15][C:14]4=[O:22])[CH2:12]3)=[CH:8][CH:9]=2)[NH:4][N:3]=1.CC1(C)C(C)(C)OB([C:31]2[CH:32]=[C:33]([S:37]([NH2:40])(=[O:39])=[O:38])[CH:34]=[CH:35][CH:36]=2)O1.C([O-])([O-])=O.[Na+].[Na+]. The catalyst is COCCOC.Cl[Pd](Cl)([P](C1C=CC=CC=1)(C1C=CC=CC=1)C1C=CC=CC=1)[P](C1C=CC=CC=1)(C1C=CC=CC=1)C1C=CC=CC=1. The product is [O:22]=[C:14]1[C@@:13]2([CH2:12][C@H:11]2[C:7]2[CH:6]=[C:5]3[C:10]([C:2]([C:31]4[CH:32]=[C:33]([S:37]([NH2:40])(=[O:39])=[O:38])[CH:34]=[CH:35][CH:36]=4)=[N:3][NH:4]3)=[CH:9][CH:8]=2)[C:21]2[C:16](=[CH:17][CH:18]=[CH:19][CH:20]=2)[NH:15]1. The yield is 0.0800. (2) The reactants are CCCC[N+](CCCC)(CCCC)CCCC.[OH-].CC(O)C.[NH:23]1[CH:30]=[CH:29][C:27]([NH2:28])=[N:26][C:24]1=[O:25].[CH2:31](Br)[C:32]1[CH:37]=[CH:36][CH:35]=[CH:34][CH:33]=1. The catalyst is CO.CN(C=O)C. The product is [NH2:28][C:27]1[CH:29]=[CH:30][N:23]([CH2:31][C:32]2[CH:37]=[CH:36][CH:35]=[CH:34][CH:33]=2)[C:24](=[O:25])[N:26]=1. The yield is 0.570. (3) The reactants are [F:1][C:2]1[CH:19]=[CH:18][C:5]([CH:6]=[N:7][C:8]2[CH:16]=[CH:15][CH:14]=[C:13]3[C:9]=2[CH2:10][O:11][C:12]3=[O:17])=[CH:4][CH:3]=1.[CH3:20][N:21]1[C:25]([CH:26]=O)=[N:24][CH:23]=[N:22]1.[O-:28][CH2:29][CH3:30].[Na+]. The catalyst is C(OCC)(=O)CC. The product is [F:1][C:2]1[CH:3]=[CH:4][C:5]([CH:6]2[CH:26]([C:25]3[N:21]([CH3:20])[N:22]=[CH:23][N:24]=3)[C:29](=[O:28])[C:30]3[C:13]([C:12]([O:11][CH2:10][CH3:9])=[O:17])=[CH:14][CH:15]=[CH:16][C:8]=3[NH:7]2)=[CH:18][CH:19]=1. The yield is 0.310. (4) The reactants are [Br:1][C:2]1[CH:3]=[C:4]([C:11]([N:13]2[CH2:18][CH2:17][O:16][C:15]3[N:19]=[CH:20][C:21]([C:23]4[CH:28]=[CH:27][C:26]([C:29]([F:32])([F:31])[F:30])=[CH:25][CH:24]=4)=[CH:22][C:14]2=3)=[O:12])[CH:5]=[C:6]([Br:10])[C:7]=1[O:8]C.[Br-].[Li+].N1CCNCC1.Cl. The catalyst is CN(C)C=O.O. The product is [Br:10][C:6]1[CH:5]=[C:4]([C:11]([N:13]2[CH2:18][CH2:17][O:16][C:15]3[N:19]=[CH:20][C:21]([C:23]4[CH:24]=[CH:25][C:26]([C:29]([F:30])([F:32])[F:31])=[CH:27][CH:28]=4)=[CH:22][C:14]2=3)=[O:12])[CH:3]=[C:2]([Br:1])[C:7]=1[OH:8]. The yield is 0.500. (5) The reactants are [Cl:1][C:2]1[CH:10]=[C:6]([C:7]([OH:9])=O)[C:5]([OH:11])=[CH:4][CH:3]=1.[NH2:12][C:13]1[S:14][CH:15]=[C:16]([C:18]2[CH:23]=[CH:22][C:21]([Cl:24])=[CH:20][C:19]=2[Cl:25])[N:17]=1. No catalyst specified. The product is [Cl:1][C:2]1[CH:3]=[CH:4][C:5]([OH:11])=[C:6]([CH:10]=1)[C:7]([NH:12][C:13]1[S:14][CH:15]=[C:16]([C:18]2[CH:23]=[CH:22][C:21]([Cl:24])=[CH:20][C:19]=2[Cl:25])[N:17]=1)=[O:9]. The yield is 0.0800. (6) The yield is 0.750. The catalyst is CO. The product is [ClH:8].[Cl:8][C:6]1[CH:5]=[CH:4][C:3]([S:9][CH2:11][C:12]2[CH:17]=[CH:16][CH:15]=[C:14]([N+:18]([O-:20])=[O:19])[CH:13]=2)=[C:2]([CH:7]=1)[NH2:1]. The reactants are [NH2:1][C:2]1[CH:7]=[C:6]([Cl:8])[CH:5]=[CH:4][C:3]=1[SH:9].Br[CH2:11][C:12]1[CH:17]=[CH:16][CH:15]=[C:14]([N+:18]([O-:20])=[O:19])[CH:13]=1.[OH-].[Na+]. (7) The reactants are [Br:1][C:2]1[CH:3]=[CH:4][C:5]([F:11])=[C:6]([C:8](=[S:10])[NH2:9])[CH:7]=1.Br[CH2:13][C:14](=O)[C:15]([O:17][CH2:18][CH3:19])=[O:16]. The catalyst is C(O)C. The product is [Br:1][C:2]1[CH:3]=[CH:4][C:5]([F:11])=[C:6]([C:8]2[S:10][CH:13]=[C:14]([C:15]([O:17][CH2:18][CH3:19])=[O:16])[N:9]=2)[CH:7]=1. The yield is 0.761.